Predict the reactants needed to synthesize the given product. From a dataset of Full USPTO retrosynthesis dataset with 1.9M reactions from patents (1976-2016). (1) Given the product [CH2:21]([O:23][C:24]([C:26]1[C:27](=[O:49])[C:28]2[CH:33]=[N:32][C:31]([NH:20][C:17]3[CH:16]=[CH:15][C:14]([N:11]4[CH2:10][CH2:9][NH:8][CH2:13][CH2:12]4)=[CH:19][CH:18]=3)=[N:30][C:29]=2[N:38]([C:40]2[CH:41]=[C:42]3[C:46](=[CH:47][CH:48]=2)[CH2:45][CH2:44][CH2:43]3)[CH:39]=1)=[O:25])[CH3:22], predict the reactants needed to synthesize it. The reactants are: C(OC([N:8]1[CH2:13][CH2:12][N:11]([C:14]2[CH:19]=[CH:18][C:17]([NH2:20])=[CH:16][CH:15]=2)[CH2:10][CH2:9]1)=O)(C)(C)C.[CH2:21]([O:23][C:24]([C:26]1[C:27](=[O:49])[C:28]2[CH:33]=[N:32][C:31](S(C)(=O)=O)=[N:30][C:29]=2[N:38]([C:40]2[CH:41]=[C:42]3[C:46](=[CH:47][CH:48]=2)[CH2:45][CH2:44][CH2:43]3)[CH:39]=1)=[O:25])[CH3:22]. (2) Given the product [N+:11]([O-:14])([O-:13])=[O:12].[C:2]1([NH:1][C:9]([NH2:10])=[NH2+:8])[CH:7]=[CH:6][CH:5]=[CH:4][CH:3]=1, predict the reactants needed to synthesize it. The reactants are: [NH2:1][C:2]1[CH:7]=[CH:6][CH:5]=[CH:4][CH:3]=1.[N:8]#[C:9][NH2:10].[N+:11]([O-:14])([OH:13])=[O:12]. (3) Given the product [CH2:1]([O:8][C:9]([N:11]1[C@@H:15]([C:16]2[CH:17]=[CH:18][C:19]([CH2:22][N:23]3[CH2:28][CH2:27][O:26][CH2:25][CH2:24]3)=[CH:20][CH:21]=2)[CH2:14][CH2:13][C@H:12]1[C:29](=[O:31])[NH:65][C:66]1[S:67][CH:68]=[C:69]([C:71]2[CH:72]=[CH:73][C:74]([C:77](=[O:79])[NH:46][CH:45]3[CH2:43][CH2:44]3)=[CH:75][CH:76]=2)[N:70]=1)=[O:10])[C:2]1[CH:7]=[CH:6][CH:5]=[CH:4][CH:3]=1, predict the reactants needed to synthesize it. The reactants are: [CH2:1]([O:8][C:9]([N:11]1[C@@H:15]([C:16]2[CH:21]=[CH:20][C:19]([CH2:22][N:23]3[CH2:28][CH2:27][O:26][CH2:25][CH2:24]3)=[CH:18][CH:17]=2)[CH2:14][CH2:13][C@H:12]1[C:29]([OH:31])=O)=[O:10])[C:2]1[CH:7]=[CH:6][CH:5]=[CH:4][CH:3]=1.CN(C(ON1N=NC2[CH:43]=[CH:44][CH:45]=[N:46]C1=2)=[N+](C)C)C.F[P-](F)(F)(F)(F)F.CCN(C(C)C)C(C)C.[NH2:65][C:66]1[S:67][CH:68]=[C:69]([C:71]2[CH:76]=[CH:75][C:74]([C:77](=[O:79])C)=[CH:73][CH:72]=2)[N:70]=1. (4) Given the product [CH2:21]([C:8]([CH2:1][C:2]1[CH:3]=[CH:4][CH:5]=[CH:6][CH:7]=1)([C:14]([OH:16])=[O:15])[C:9]([OH:11])=[O:10])[CH3:22], predict the reactants needed to synthesize it. The reactants are: [CH2:1]([CH:8]([C:14]([O:16]CC)=[O:15])[C:9]([O:11]CC)=[O:10])[C:2]1[CH:7]=[CH:6][CH:5]=[CH:4][CH:3]=1.[OH-].[K+].[CH2:21](O)[CH3:22]. (5) Given the product [Cl:16][C:4]1[CH:5]=[C:6]([CH:8]([CH3:10])[CH3:9])[CH:7]=[C:2]([F:1])[N:3]=1, predict the reactants needed to synthesize it. The reactants are: [F:1][C:2]1[CH:7]=[C:6]([CH:8]([CH3:10])[CH3:9])[CH:5]=[CH:4][N+:3]=1[O-].[NH4+].[OH-].O=P(Cl)(Cl)[Cl:16]. (6) The reactants are: [CH3:1][CH:2]([N:4]([CH2:21][C:22]1[C:30]2[C:25](=[N:26][CH:27]=[CH:28][CH:29]=2)[N:24](COCC[Si](C)(C)C)[CH:23]=1)[C:5]([NH:7][C:8]1[CH:13]=[CH:12][C:11]([S:14]([C:17]([F:20])([F:19])[F:18])(=[O:16])=[O:15])=[CH:10][CH:9]=1)=[O:6])[CH3:3].[F-].C([N+](CCCC)(CCCC)CCCC)CCC. Given the product [CH3:3][CH:2]([N:4]([CH2:21][C:22]1[C:30]2[C:25](=[N:26][CH:27]=[CH:28][CH:29]=2)[NH:24][CH:23]=1)[C:5]([NH:7][C:8]1[CH:9]=[CH:10][C:11]([S:14]([C:17]([F:19])([F:20])[F:18])(=[O:16])=[O:15])=[CH:12][CH:13]=1)=[O:6])[CH3:1], predict the reactants needed to synthesize it. (7) Given the product [NH:1]([C:4]1[CH:5]=[C:6]([S:15]([NH2:18])(=[O:17])=[O:16])[CH:7]=[CH:8][C:9]=1[O:10][C:11]([F:12])([F:14])[F:13])[C:2]([NH2:19])=[S:3], predict the reactants needed to synthesize it. The reactants are: [N:1]([C:4]1[CH:5]=[C:6]([S:15]([NH2:18])(=[O:17])=[O:16])[CH:7]=[CH:8][C:9]=1[O:10][C:11]([F:14])([F:13])[F:12])=[C:2]=[S:3].[NH3:19].